Dataset: Retrosynthesis with 50K atom-mapped reactions and 10 reaction types from USPTO. Task: Predict the reactants needed to synthesize the given product. (1) Given the product Cc1cc(-c2ccc(F)c(F)c2)c2c(c1)cc1n2CCCNC1=O, predict the reactants needed to synthesize it. The reactants are: Cc1cc(Br)c2c(c1)cc1n2CCCNC1=O.OB(O)c1ccc(F)c(F)c1. (2) Given the product CCNC(=O)c1ccc(-c2nn(-c3ccccc3)cc2Sc2ccc(Cl)cc2)cc1, predict the reactants needed to synthesize it. The reactants are: CCN.O=C(O)c1ccc(-c2nn(-c3ccccc3)cc2Sc2ccc(Cl)cc2)cc1. (3) Given the product COc1ccc(-c2ccc(C(F)(F)F)cc2)cc1C(=O)N[C@H](Cc1ccc(-c2ccc(F)c(Cl)c2)cc1)C(C)=O, predict the reactants needed to synthesize it. The reactants are: COc1ccc(-c2ccc(C(F)(F)F)cc2)cc1C(=O)N[C@H](Cc1ccc(-c2ccc(F)c(Cl)c2)cc1)C(=O)N(C)OC. (4) Given the product Cc1cccc(C)c1N(Cn1cccn1)C(=O)CCl, predict the reactants needed to synthesize it. The reactants are: Cc1cccc(C)c1N(CCl)C(=O)CCl.c1cn[nH]c1. (5) Given the product O=C(NC(=S)Nc1ccn(CCCCO)n1)c1ccccc1, predict the reactants needed to synthesize it. The reactants are: Nc1ccn(CCCCO)n1.O=C(N=C=S)c1ccccc1. (6) Given the product Fc1ccc(-c2csc3cc(OCCCN4CCC4)ccc23)cc1, predict the reactants needed to synthesize it. The reactants are: C1CNC1.Fc1ccc(-c2csc3cc(OCCCBr)ccc23)cc1. (7) Given the product COC(=O)C(OC(C)(C)C)c1cc([N+](=O)[O-])ccc1-c1ccc2c(c1)CCCO2, predict the reactants needed to synthesize it. The reactants are: CC1(C)OB(c2ccc3c(c2)CCCO3)OC1(C)C.COC(=O)C(OC(C)(C)C)c1cc([N+](=O)[O-])ccc1Cl.